This data is from Peptide-MHC class I binding affinity with 185,985 pairs from IEDB/IMGT. The task is: Regression. Given a peptide amino acid sequence and an MHC pseudo amino acid sequence, predict their binding affinity value. This is MHC class I binding data. The peptide sequence is RPEFVKLTM. The MHC is HLA-B57:01 with pseudo-sequence HLA-B57:01. The binding affinity (normalized) is 0.213.